From a dataset of Forward reaction prediction with 1.9M reactions from USPTO patents (1976-2016). Predict the product of the given reaction. Given the reactants [F:1][C:2]([F:27])([F:26])[CH2:3][N:4]1[C:8]([C:9]2[N:10]=[C:11]3[C:17]4[CH:18]=[C:19]([C:22](O)=[O:23])[CH:20]=[CH:21][C:16]=4[O:15][CH2:14][CH2:13][N:12]3[CH:25]=2)=[N:7][CH:6]=[N:5]1.[OH:28][CH:29]1[CH2:34][CH2:33][NH:32][CH2:31][CH2:30]1, predict the reaction product. The product is: [OH:28][CH:29]1[CH2:34][CH2:33][N:32]([C:22]([C:19]2[CH:20]=[CH:21][C:16]3[O:15][CH2:14][CH2:13][N:12]4[CH:25]=[C:9]([C:8]5[N:4]([CH2:3][C:2]([F:27])([F:1])[F:26])[N:5]=[CH:6][N:7]=5)[N:10]=[C:11]4[C:17]=3[CH:18]=2)=[O:23])[CH2:31][CH2:30]1.